From a dataset of Peptide-MHC class I binding affinity with 185,985 pairs from IEDB/IMGT. Regression. Given a peptide amino acid sequence and an MHC pseudo amino acid sequence, predict their binding affinity value. This is MHC class I binding data. (1) The peptide sequence is DEWECTRDD. The MHC is HLA-B15:17 with pseudo-sequence HLA-B15:17. The binding affinity (normalized) is 0.0847. (2) The peptide sequence is KFVFPLNSK. The MHC is HLA-A11:01 with pseudo-sequence HLA-A11:01. The binding affinity (normalized) is 0.340. (3) The peptide sequence is ASRGLWDSF. The MHC is HLA-B15:01 with pseudo-sequence HLA-B15:01. The binding affinity (normalized) is 0.372. (4) The peptide sequence is KDVEKYIRL. The MHC is Mamu-B8701 with pseudo-sequence Mamu-B8701. The binding affinity (normalized) is 0.633. (5) The peptide sequence is PLWESATEV. The MHC is HLA-A24:03 with pseudo-sequence HLA-A24:03. The binding affinity (normalized) is 0.0847. (6) The peptide sequence is LMDCIMFDA. The MHC is HLA-A02:06 with pseudo-sequence HLA-A02:06. The binding affinity (normalized) is 0.577. (7) The peptide sequence is IPAPGLGAL. The MHC is HLA-A69:01 with pseudo-sequence HLA-A69:01. The binding affinity (normalized) is 0.493. (8) The peptide sequence is LALEGSLQKR. The MHC is HLA-A31:01 with pseudo-sequence HLA-A31:01. The binding affinity (normalized) is 0.0244. (9) The peptide sequence is GVLQTFMRM. The MHC is HLA-A02:01 with pseudo-sequence HLA-A02:01. The binding affinity (normalized) is 0.354. (10) The peptide sequence is VPINVAEAY. The MHC is HLA-B51:01 with pseudo-sequence HLA-B51:01. The binding affinity (normalized) is 0.